This data is from Forward reaction prediction with 1.9M reactions from USPTO patents (1976-2016). The task is: Predict the product of the given reaction. (1) Given the reactants I[C:2]1[CH:7]=[CH:6][C:5]([CH2:8][N:9]2[CH2:13][CH2:12][CH2:11][C:10]2=[O:14])=[CH:4][CH:3]=1.[F:15][C:16]([F:27])([F:26])[C:17]1[C:25]2[CH2:24][CH2:23][CH2:22][CH2:21][C:20]=2[NH:19][N:18]=1, predict the reaction product. The product is: [F:27][C:16]([F:15])([F:26])[C:17]1[C:25]2[CH2:24][CH2:23][CH2:22][CH2:21][C:20]=2[N:19]([C:2]2[CH:7]=[CH:6][C:5]([CH2:8][N:9]3[CH2:13][CH2:12][CH2:11][C:10]3=[O:14])=[CH:4][CH:3]=2)[N:18]=1. (2) Given the reactants [CH3:1][O:2][C:3]1[CH:4]=[CH:5][C:6]2[CH2:16][CH2:15][C:10]3=[N:11][CH:12]=[CH:13][CH:14]=[C:9]3[C:8](=[O:17])[C:7]=2[CH:18]=1.[Se], predict the reaction product. The product is: [CH3:1][O:2][C:3]1[CH:4]=[CH:5][C:6]2[CH:16]=[CH:15][C:10]3=[N:11][CH:12]=[CH:13][CH:14]=[C:9]3[C:8](=[O:17])[C:7]=2[CH:18]=1. (3) Given the reactants [CH3:1][C:2]1[CH:3]=[CH:4][C:5]2[O:9][C:8]([C:10]([OH:12])=O)=[CH:7][C:6]=2[CH:13]=1.[CH3:14][O:15][C:16](=[O:23])[C@@H:17]([CH2:19][CH:20]([CH3:22])[CH3:21])[NH2:18], predict the reaction product. The product is: [CH3:21][CH:20]([CH3:22])[CH2:19][C@@H:17]([NH:18][C:10]([C:8]1[O:9][C:5]2[CH:4]=[CH:3][C:2]([CH3:1])=[CH:13][C:6]=2[CH:7]=1)=[O:12])[C:16]([O:15][CH3:14])=[O:23]. (4) Given the reactants [CH2:1]([O:3][C:4](=[O:25])[C@H:5]([OH:24])[C@H:6]([NH:14][C:15]([C:17]1[N:18]=[N:19][C:20](Cl)=[CH:21][CH:22]=1)=[O:16])[CH2:7][C:8]1[CH:13]=[CH:12][CH:11]=[CH:10][CH:9]=1)[CH3:2].[C:26]([O:30][C:31]([C:33]1[CH:38]=[CH:37][CH:36]=[CH:35][C:34]=1B1OC(C)(C)C(C)(C)O1)=[O:32])([CH3:29])([CH3:28])[CH3:27].CCO.C([O-])([O-])=O.[K+].[K+], predict the reaction product. The product is: [C:26]([O:30][C:31](=[O:32])[C:33]1[CH:38]=[CH:37][CH:36]=[CH:35][C:34]=1[C:20]1[N:19]=[N:18][C:17]([C:15](=[O:16])[NH:14][C@H:6]([CH2:7][C:8]2[CH:13]=[CH:12][CH:11]=[CH:10][CH:9]=2)[C@H:5]([C:4]([O:3][CH2:1][CH3:2])=[O:25])[OH:24])=[CH:22][CH:21]=1)([CH3:29])([CH3:27])[CH3:28]. (5) Given the reactants [CH3:1][O:2][C:3]([C:5]1[N:6]([CH2:25][CH:26](OC)[O:27]C)[CH:7]=[C:8]([C:20]([O:22][CH2:23][CH3:24])=[O:21])[C:9](=[O:19])[C:10]=1[O:11][CH2:12][C:13]1[CH:18]=[CH:17][CH:16]=[CH:15][CH:14]=1)=[O:4].S(=O)(=O)(O)O, predict the reaction product. The product is: [CH3:1][O:2][C:3]([C:5]1[N:6]([CH2:25][CH:26]=[O:27])[CH:7]=[C:8]([C:20]([O:22][CH2:23][CH3:24])=[O:21])[C:9](=[O:19])[C:10]=1[O:11][CH2:12][C:13]1[CH:18]=[CH:17][CH:16]=[CH:15][CH:14]=1)=[O:4]. (6) Given the reactants [Cl:1][C:2]1[CH:7]=[C:6]([NH:8][C:9]2[N:14]=[C:13]([C:15]3[CH:20]=[CH:19][N:18]=[C:17](Cl)[CH:16]=3)[CH:12]=[CH:11][N:10]=2)[CH:5]=[CH:4][N:3]=1.[CH3:22][O:23][CH2:24][CH:25]([NH2:28])[CH2:26][CH3:27].ClCCl, predict the reaction product. The product is: [Cl:1][C:2]1[CH:7]=[C:6]([NH:8][C:9]2[N:14]=[C:13]([C:15]3[CH:20]=[CH:19][N:18]=[C:17]([NH:28][CH:25]([CH2:24][O:23][CH3:22])[CH2:26][CH3:27])[CH:16]=3)[CH:12]=[CH:11][N:10]=2)[CH:5]=[CH:4][N:3]=1.